Predict the product of the given reaction. From a dataset of Forward reaction prediction with 1.9M reactions from USPTO patents (1976-2016). (1) Given the reactants [Li]CCCC.C(NC(C)C)(C)C.[CH3:13][O:14][C:15]1[CH:16]=[C:17]([CH:19]=[CH:20][CH:21]=1)[NH2:18].F[C:23]1[CH:31]=[C:30]([F:32])[C:29]([F:33])=[CH:28][C:24]=1[C:25]([OH:27])=[O:26], predict the reaction product. The product is: [CH3:13][O:14][C:15]1[CH:16]=[C:17]([CH:19]=[CH:20][CH:21]=1)[NH:18][C:23]1[CH:31]=[C:30]([F:32])[C:29]([F:33])=[CH:28][C:24]=1[C:25]([OH:27])=[O:26]. (2) Given the reactants [Cl:1][C:2]1[CH:3]=[C:4]([C:13]2[O:14][C:15]3[CH2:21][CH:20]([OH:22])[CH2:19][CH2:18][C:16]=3[N:17]=2)[CH:5]=[CH:6][C:7]=1[O:8][CH2:9][CH:10]1[CH2:12][CH2:11]1.Cl[CH2:24][C:25]([N:27]1[CH2:32][CH2:31][O:30][CH2:29][CH2:28]1)=[O:26].CC(C)([O-])C.[K+].[Cl-].[NH4+], predict the reaction product. The product is: [Cl:1][C:2]1[CH:3]=[C:4]([C:13]2[O:14][C:15]3[CH2:21][CH:20]([O:22][CH2:24][C:25]([N:27]4[CH2:32][CH2:31][O:30][CH2:29][CH2:28]4)=[O:26])[CH2:19][CH2:18][C:16]=3[N:17]=2)[CH:5]=[CH:6][C:7]=1[O:8][CH2:9][CH:10]1[CH2:11][CH2:12]1. (3) Given the reactants [CH3:1][N:2]1[C:6]([CH2:7][CH2:8][NH:9][C:10]2[C:11]([NH2:16])=[CH:12][CH:13]=[CH:14][CH:15]=2)=[CH:5][N:4]=[CH:3]1.N1(CCNC2C=CC=CC=2N[C:32](=[O:46])[CH2:33][N:34]([CH3:45])[CH:35]2[C:44]3[N:43]=[CH:42][CH:41]=[CH:40][C:39]=3[CH2:38][CH2:37][CH2:36]2)C=CN=C1, predict the reaction product. The product is: [CH3:45][N:34]([CH:35]1[C:44]2[N:43]=[CH:42][CH:41]=[CH:40][C:39]=2[CH2:38][CH2:37][CH2:36]1)[CH2:33][C:32]([NH:16][C:11]1[CH:12]=[CH:13][CH:14]=[CH:15][C:10]=1[NH:9][CH2:8][CH2:7][C:6]1[N:2]([CH3:1])[CH:3]=[N:4][CH:5]=1)=[O:46]. (4) Given the reactants [Br:1][C:2]1[CH:3]=[C:4]([CH:8]=[CH:9][C:10]=1[C:11]([N:13]1[CH2:17][CH2:16][CH2:15][CH2:14]1)=[O:12])[C:5]([OH:7])=[O:6].[C:18](=O)([O-])[O-].[Cs+].[Cs+].IC, predict the reaction product. The product is: [Br:1][C:2]1[CH:3]=[C:4]([CH:8]=[CH:9][C:10]=1[C:11]([N:13]1[CH2:17][CH2:16][CH2:15][CH2:14]1)=[O:12])[C:5]([O:7][CH3:18])=[O:6]. (5) Given the reactants [F:1][C:2]([F:30])([F:29])[C:3]1[CH:28]=[CH:27][C:6]([CH2:7][O:8][N:9]=[C:10]([C:12]2[CH:26]=[CH:25][C:15]([O:16][CH2:17][C:18]3[O:22][C:21]([CH:23]=[O:24])=[CH:20][CH:19]=3)=[CH:14][CH:13]=2)[CH3:11])=[CH:5][CH:4]=1.C(=O)(O)[O-:32].[Na+].[O-][Mn](=O)(=O)=O.[K+], predict the reaction product. The product is: [F:30][C:2]([F:1])([F:29])[C:3]1[CH:4]=[CH:5][C:6]([CH2:7][O:8][N:9]=[C:10]([C:12]2[CH:26]=[CH:25][C:15]([O:16][CH2:17][C:18]3[O:22][C:21]([C:23]([OH:32])=[O:24])=[CH:20][CH:19]=3)=[CH:14][CH:13]=2)[CH3:11])=[CH:27][CH:28]=1. (6) Given the reactants [Br:1][C:2]1[C:3]2[N:10]([CH2:11][CH3:12])[C:9]([C:13]3[C:14]([NH2:18])=[N:15][O:16][N:17]=3)=[N:8][C:4]=2[CH:5]=[N:6][CH:7]=1.[O:19](C(OC(C)(C)C)=O)[C:20]([O:22][C:23]([CH3:26])([CH3:25])[CH3:24])=O, predict the reaction product. The product is: [C:23]([O:22][C:20](=[O:19])[NH:18][C:14]1[C:13]([C:9]2[N:10]([CH2:11][CH3:12])[C:3]3[C:2]([Br:1])=[CH:7][N:6]=[CH:5][C:4]=3[N:8]=2)=[N:17][O:16][N:15]=1)([CH3:26])([CH3:25])[CH3:24]. (7) The product is: [C:16]1([N:6]2[C:7]3[CH:26]=[CH:27][C:22](/[CH:45]=[CH:44]/[C:46]4[CH:51]=[CH:50][N:49]=[CH:48][CH:47]=4)=[CH:23][C:24]=3[C:13]3[C:5]2=[CH:4][CH:3]=[C:2](/[CH:60]=[CH:59]/[C:63]2[CH:56]=[CH:55][N:54]=[CH:57][CH:58]=2)[CH:14]=3)[CH:21]=[CH:20][CH:19]=[CH:18][CH:17]=1. Given the reactants Br[C:2]1[CH:3]=[CH:4][C:5]2[N:6]([C:16]3[CH:21]=[CH:20][CH:19]=[CH:18][CH:17]=3)[C:7]3C([C:13]=2[CH:14]=1)=CC(Br)=CC=3.[C:22]1(C)[CH:27]=[CH:26]C=[CH:24][C:23]=1P([C:22]1[CH:27]=[CH:26]C=[CH:24][C:23]=1C)[C:22]1[CH:27]=[CH:26]C=[CH:24][C:23]=1C.[CH:44]([C:46]1[CH:51]=[CH:50][N:49]=[CH:48][CH:47]=1)=[CH2:45].C([N:54]([CH2:57][CH3:58])[CH2:55][CH3:56])C.[CH2:59]1[CH2:63]OC[CH2:60]1, predict the reaction product.